Dataset: Forward reaction prediction with 1.9M reactions from USPTO patents (1976-2016). Task: Predict the product of the given reaction. (1) Given the reactants C(O)(C(F)(F)F)=O.O.[Cl:9][C:10]1[S:14][C:13]([C:15]([NH:17][C:18]2[CH:26]=[CH:25][CH:24]=[C:23]3[C:19]=2[C:20](=[O:44])[N:21]([CH2:28][C:29]2[CH:30]=[C:31]([CH:41]=[CH:42][CH:43]=2)[CH2:32][NH:33]C(=O)OC(C)(C)C)[C:22]3=[O:27])=[O:16])=[CH:12][CH:11]=1, predict the reaction product. The product is: [NH2:33][CH2:32][C:31]1[CH:30]=[C:29]([CH:43]=[CH:42][CH:41]=1)[CH2:28][N:21]1[C:20](=[O:44])[C:19]2[C:23](=[CH:24][CH:25]=[CH:26][C:18]=2[NH:17][C:15]([C:13]2[S:14][C:10]([Cl:9])=[CH:11][CH:12]=2)=[O:16])[C:22]1=[O:27]. (2) Given the reactants [Cl:1][C:2]1[N:7]=[C:6]([NH2:8])[C:5]([CH3:9])=[CH:4][N:3]=1.[C:10]([C:14]1[CH:19]=[CH:18][CH:17]=[C:16](Br)[CH:15]=1)([CH3:13])([CH3:12])[CH3:11].CC1(C)C2C(=C(P(C3C=CC=CC=3)C3C=CC=CC=3)C=CC=2)OC2C(P(C3C=CC=CC=3)C3C=CC=CC=3)=CC=CC1=2.C(=O)([O-])[O-].[Cs+].[Cs+], predict the reaction product. The product is: [C:10]([C:14]1[CH:15]=[C:16]([NH:8][C:6]2[C:5]([CH3:9])=[CH:4][N:3]=[C:2]([Cl:1])[N:7]=2)[CH:17]=[CH:18][CH:19]=1)([CH3:13])([CH3:12])[CH3:11]. (3) Given the reactants [Cl:1][C:2]1[N:7]=[CH:6][C:5]([CH:8]=O)=[C:4]([NH:10][CH3:11])[CH:3]=1.[C:12]([CH:17]=P(C1C=CC=CC=1)(C1C=CC=CC=1)C1C=CC=CC=1)([O:14][CH2:15][CH3:16])=[O:13], predict the reaction product. The product is: [Cl:1][C:2]1[N:7]=[CH:6][C:5](/[CH:8]=[CH:17]/[C:12]([O:14][CH2:15][CH3:16])=[O:13])=[C:4]([NH:10][CH3:11])[CH:3]=1.